From a dataset of Catalyst prediction with 721,799 reactions and 888 catalyst types from USPTO. Predict which catalyst facilitates the given reaction. Reactant: C[N:2]([CH:4]=[C:5]1[CH2:10][N:9]([C:11]([O:13][C:14]([CH3:17])([CH3:16])[CH3:15])=[O:12])[CH2:8][CH:7]([C:18]([O:20][CH2:21][CH3:22])=[O:19])[C:6]1=O)C.Cl.[NH2:25]N. Product: [N:25]1[NH:2][CH:4]=[C:5]2[C:6]=1[CH:7]([C:18]([O:20][CH2:21][CH3:22])=[O:19])[CH2:8][N:9]([C:11]([O:13][C:14]([CH3:17])([CH3:16])[CH3:15])=[O:12])[CH2:10]2. The catalyst class is: 14.